Dataset: Rat liver microsome stability data. Task: Regression/Classification. Given a drug SMILES string, predict its absorption, distribution, metabolism, or excretion properties. Task type varies by dataset: regression for continuous measurements (e.g., permeability, clearance, half-life) or binary classification for categorical outcomes (e.g., BBB penetration, CYP inhibition). Dataset: rlm. (1) The compound is CC[C@H](NS(=O)(=O)c1ccc(-c2sc(C(=O)NCC(C)(C)O)nc2C(=O)N2CCC(F)CC2)c(Cl)c1Cl)C(F)(F)F. The result is 0 (unstable in rat liver microsomes). (2) The molecule is NC(=O)C1CCN(c2nc(-c3ccc4c(c3)CCO4)cs2)CC1. The result is 1 (stable in rat liver microsomes). (3) The drug is Cc1ccc(-c2cc(C(=O)NCc3ccc(S(N)(=O)=O)cc3)c3ccccc3n2)cc1C. The result is 1 (stable in rat liver microsomes). (4) The molecule is Cc1cccc(S(=O)(=O)c2cn(Cc3ccccc3)c3cc(N4CCCCC4C)c(F)cc3c2=O)c1. The result is 1 (stable in rat liver microsomes). (5) The result is 1 (stable in rat liver microsomes). The molecule is COc1cc(NC(=O)[C@H](Cc2c[nH]c3ccccc23)NC(=O)C2CCCCC2)ccn1. (6) The molecule is O=C(NCCCCN1CCN(c2ccccc2)CC1)c1ccc(-c2ccsc2)cc1. The result is 1 (stable in rat liver microsomes). (7) The molecule is Cc1ccc(-c2nc(C)c(C(=O)Nc3ccc4c(c3)C(=O)N3CCC[C@H]3C(=O)N4)s2)cc1. The result is 1 (stable in rat liver microsomes).